From a dataset of Forward reaction prediction with 1.9M reactions from USPTO patents (1976-2016). Predict the product of the given reaction. (1) Given the reactants [C@H:1]1([NH2:10])[C:9]2[C:4](=[CH:5][CH:6]=[CH:7][CH:8]=2)[CH2:3][CH2:2]1.[CH2:11]1[CH2:21]CN2C(=NCCC2)C[CH2:12]1.S(C1C=CC(C)=CC=1)(OCC#C)(=O)=O, predict the reaction product. The product is: [CH:12]#[C:11][CH2:21][NH:10][C@H:1]1[C:9]2[CH:8]=[CH:7][CH:6]=[CH:5][C:4]=2[CH2:3][CH2:2]1. (2) Given the reactants C1(C)C=CC(S(O)(=O)=O)=CC=1.[NH+]1C=CC=CC=1.C(O[C:21]([C:23]1[C:24]2[CH2:32][CH2:31][CH2:30][CH2:29][C:25]=2[S:26][C:27]=1[NH2:28])=[O:22])C.[CH2:33]([O:35][C:36](=[O:43])[CH:37]=[C:38](OCC)[CH3:39])[CH3:34].[O-]CC.[Na+], predict the reaction product. The product is: [OH:22][C:21]1[C:37]([C:36]([O:35][CH2:33][CH3:34])=[O:43])=[C:38]([CH3:39])[N:28]=[C:27]2[S:26][C:25]3[CH2:29][CH2:30][CH2:31][CH2:32][C:24]=3[C:23]=12. (3) Given the reactants Br[C:2]1[CH:3]=[CH:4][C:5]2[O:24][CH2:23][C:8]3([C:16]4[C:11](=[CH:12][CH:13]=[CH:14][CH:15]=4)[N:10]([CH2:17][CH2:18][CH2:19][CH2:20][CH3:21])[C:9]3=[O:22])[C:6]=2[CH:7]=1.BrC1C=CC=C2C=1C1(C3=CC4OCOC=4C=C3OC1)[C:29](=O)[N:30]2CCCCC, predict the reaction product. The product is: [O:22]=[C:9]1[C:8]2([C:6]3[CH:7]=[C:2]([C:29]#[N:30])[CH:3]=[CH:4][C:5]=3[O:24][CH2:23]2)[C:16]2[C:11](=[CH:12][CH:13]=[CH:14][CH:15]=2)[N:10]1[CH2:17][CH2:18][CH2:19][CH2:20][CH3:21]. (4) Given the reactants C(OC([N:8]1[CH2:12][C:11](=[N:13][O:14][CH3:15])[CH2:10][C@H:9]1[C:16]([OH:18])=O)=O)(C)(C)C.[C:19]1([C:29]2[CH:34]=[CH:33][CH:32]=[CH:31][CH:30]=2)[CH:24]=[CH:23][C:22]([S:25](Cl)(=[O:27])=[O:26])=[CH:21][CH:20]=1.[NH2:35][C@H:36]1[C@H:41]2[CH2:42][C@H:38]([CH2:39][CH2:40]2)[C@H:37]1[CH2:43][OH:44], predict the reaction product. The product is: [C:19]1([C:29]2[CH:34]=[CH:33][CH:32]=[CH:31][CH:30]=2)[CH:24]=[CH:23][C:22]([S:25]([N:8]2[CH2:12][C:11](=[N:13][O:14][CH3:15])[CH2:10][C@H:9]2[C:16]([NH:35][C@@H:36]2[C@H:37]([CH2:43][OH:44])[C@@H:38]3[CH2:42][C@H:41]2[CH2:40][CH2:39]3)=[O:18])(=[O:27])=[O:26])=[CH:21][CH:20]=1. (5) Given the reactants ClC1C=CC=C(C(OO)=[O:9])C=1.[NH2:12][C:13]1[C:20]([I:21])=[CH:19][C:16]([C:17]#[N:18])=[C:15]([S:22][CH3:23])[N:14]=1.C(OCC)(=O)C, predict the reaction product. The product is: [NH2:12][C:13]1[C:20]([I:21])=[CH:19][C:16]([C:17]#[N:18])=[C:15]([S:22]([CH3:23])=[O:9])[N:14]=1. (6) The product is: [CH2:1]([N:5]1[C:9](=[O:10])[C:8]([NH:29][C:25]2[CH:24]=[C:23]3[C:28](=[CH:27][CH:26]=2)[NH:20][CH:21]=[CH:22]3)=[C:7]([C:12]2[CH:17]=[CH:16][CH:15]=[CH:14][CH:13]=2)[S:6]1(=[O:19])=[O:18])[CH2:2][CH2:3][CH3:4]. Given the reactants [CH2:1]([N:5]1[C:9](=[O:10])[C:8](Cl)=[C:7]([C:12]2[CH:17]=[CH:16][CH:15]=[CH:14][CH:13]=2)[S:6]1(=[O:19])=[O:18])[CH2:2][CH2:3][CH3:4].[NH:20]1[C:28]2[C:23](=[CH:24][C:25]([NH2:29])=[CH:26][CH:27]=2)[CH:22]=[CH:21]1, predict the reaction product. (7) Given the reactants [F:1][CH2:2][CH:3]([O:6][C:7]1[CH:8]=[C:9]([CH:19]=[C:20]([OH:22])[CH:21]=1)[C:10]([NH:12][C:13]1[CH:17]=[CH:16][N:15]([CH3:18])[N:14]=1)=[O:11])[CH2:4][F:5].[N:23]1([C:27]([C:29]2[CH:30]=[C:31]([Cl:36])[C:32](Cl)=[N:33][CH:34]=2)=[O:28])[CH2:26][CH2:25][CH2:24]1.C(=O)([O-])[O-].[K+].[K+], predict the reaction product. The product is: [N:23]1([C:27]([C:29]2[CH:30]=[C:31]([Cl:36])[C:32]([O:22][C:20]3[CH:19]=[C:9]([CH:8]=[C:7]([O:6][CH:3]([CH2:2][F:1])[CH2:4][F:5])[CH:21]=3)[C:10]([NH:12][C:13]3[CH:17]=[CH:16][N:15]([CH3:18])[N:14]=3)=[O:11])=[N:33][CH:34]=2)=[O:28])[CH2:26][CH2:25][CH2:24]1.